From a dataset of Catalyst prediction with 721,799 reactions and 888 catalyst types from USPTO. Predict which catalyst facilitates the given reaction. (1) Product: [C:21]([O:20][C:19](=[O:25])[NH:18][CH2:17][CH2:16][N:15]1[C:8]2[C:7]([O:6][C:5]3[CH:26]=[CH:27][C:2]([NH:1][C:45]([NH:44][C:40]4[CH:41]=[CH:42][CH:43]=[C:38]([C:37]([F:36])([F:47])[F:48])[CH:39]=4)=[O:46])=[C:3]([Cl:28])[CH:4]=3)=[N:12][CH:11]=[N:10][C:9]=2[CH:13]=[CH:14]1)([CH3:22])([CH3:23])[CH3:24]. Reactant: [NH2:1][C:2]1[CH:27]=[CH:26][C:5]([O:6][C:7]2[C:8]3[N:15]([CH2:16][CH2:17][NH:18][C:19](=[O:25])[O:20][C:21]([CH3:24])([CH3:23])[CH3:22])[CH:14]=[CH:13][C:9]=3[N:10]=[CH:11][N:12]=2)=[CH:4][C:3]=1[Cl:28].C(N(CC)CC)C.[F:36][C:37]([F:48])([F:47])[C:38]1[CH:39]=[C:40]([N:44]=[C:45]=[O:46])[CH:41]=[CH:42][CH:43]=1. The catalyst class is: 30. (2) Reactant: C[O:2][C:3](=[O:30])[C:4]1[CH:9]=[CH:8][CH:7]=[C:6]([CH2:10][NH:11][C:12]([C:14]2[C:15]3[CH:16]=[N:17][N:18]([C:23]4[CH:28]=[CH:27][C:26]([F:29])=[CH:25][CH:24]=4)[C:19]=3[CH:20]=[CH:21][CH:22]=2)=[O:13])[CH:5]=1.[OH-].[Na+]. Product: [F:29][C:26]1[CH:27]=[CH:28][C:23]([N:18]2[C:19]3[CH:20]=[CH:21][CH:22]=[C:14]([C:12]([NH:11][CH2:10][C:6]4[CH:5]=[C:4]([CH:9]=[CH:8][CH:7]=4)[C:3]([OH:30])=[O:2])=[O:13])[C:15]=3[CH:16]=[N:17]2)=[CH:24][CH:25]=1. The catalyst class is: 8. (3) Reactant: Cl[C:2]1[N:10]=[C:9]2[C:5]([N:6]=[CH:7][NH:8]2)=[C:4]([NH:11][CH:12]2[CH2:20][C:19]3[C:14](=[CH:15][CH:16]=[CH:17][CH:18]=3)[CH2:13]2)[N:3]=1.O.[NH2:22][NH2:23].O. Product: [NH:22]([C:2]1[N:10]=[C:9]2[C:5]([N:6]=[CH:7][NH:8]2)=[C:4]([NH:11][CH:12]2[CH2:20][C:19]3[C:14](=[CH:15][CH:16]=[CH:17][CH:18]=3)[CH2:13]2)[N:3]=1)[NH2:23]. The catalyst class is: 7. (4) Reactant: I[C:2]1[S:3][C:4]2[CH2:10][CH2:9][N:8](C(=O)C(F)(F)F)[CH2:7][CH2:6][C:5]=2[N:17]=1.[CH3:18][N:19]([CH3:29])[C:20]1[CH:25]=[CH:24][C:23](B(O)O)=[CH:22][CH:21]=1.C(=O)([O-])[O-].[Na+].[Na+].Cl. Product: [CH3:18][N:19]([CH3:29])[C:20]1[CH:25]=[CH:24][C:23]([C:2]2[S:3][C:4]3[CH2:10][CH2:9][NH:8][CH2:7][CH2:6][C:5]=3[N:17]=2)=[CH:22][CH:21]=1. The catalyst class is: 38.